This data is from Retrosynthesis with 50K atom-mapped reactions and 10 reaction types from USPTO. The task is: Predict the reactants needed to synthesize the given product. Given the product CSc1nnc(-c2cc3c(O)cccc3o2)o1, predict the reactants needed to synthesize it. The reactants are: COCOc1cccc2oc(-c3nnc(SC)o3)cc12.